This data is from Full USPTO retrosynthesis dataset with 1.9M reactions from patents (1976-2016). The task is: Predict the reactants needed to synthesize the given product. (1) The reactants are: [CH2:1]([N:3]([CH:27]1[CH2:32][CH2:31][NH:30][CH2:29][CH2:28]1)[C:4]1[C:19]2[CH2:18][CH:17]=[CH:16][CH2:15][CH2:14][C:13]3[CH:20]=[C:21]([CH3:25])[NH:22][C:23](=[O:24])[C:12]=3[CH2:11][NH:10][C:9](=[O:26])[C:8]=2[CH:7]=[CH:6][CH:5]=1)[CH3:2].[CH:33](=O)[CH3:34].CC(O)=O.[BH3-]C#N.[Na+]. Given the product [CH2:1]([N:3]([CH:27]1[CH2:32][CH2:31][N:30]([CH2:33][CH3:34])[CH2:29][CH2:28]1)[C:4]1[C:19]2[CH2:18][CH:17]=[CH:16][CH2:15][CH2:14][C:13]3[CH:20]=[C:21]([CH3:25])[NH:22][C:23](=[O:24])[C:12]=3[CH2:11][NH:10][C:9](=[O:26])[C:8]=2[CH:7]=[CH:6][CH:5]=1)[CH3:2], predict the reactants needed to synthesize it. (2) Given the product [Br:21][C:20]([Br:24])=[CH:32][CH2:31][CH:28]1[CH2:29][CH2:30][O:25][CH2:26][CH2:27]1, predict the reactants needed to synthesize it. The reactants are: C1(P(C2C=CC=CC=2)C2C=CC=CC=2)C=CC=CC=1.[C:20]([Br:24])(Br)(Br)[Br:21].[O:25]1[CH2:30][CH2:29][CH:28]([CH2:31][CH:32]=O)[CH2:27][CH2:26]1. (3) Given the product [NH2:23][C@@:22]([C:17]1[CH:16]=[CH:15][C:14]2[C:19](=[CH:20][CH:21]=[C:12]([O:11][CH:2]3[CH2:3][CH2:4][CH:5]4[CH:10]([CH2:9][CH2:8][CH2:7][CH2:6]4)[CH2:1]3)[CH:13]=2)[CH:18]=1)([CH3:28])[CH2:26][OH:25], predict the reactants needed to synthesize it. The reactants are: [CH2:1]1[CH:10]2[CH:5]([CH2:6][CH2:7][CH2:8][CH2:9]2)[CH2:4][CH2:3][CH:2]1[O:11][C:12]1[CH:13]=[C:14]2[C:19](=[CH:20][CH:21]=1)[CH:18]=[C:17]([C@:22]1([CH3:28])[CH2:26][O:25]C(=O)[NH:23]1)[CH:16]=[CH:15]2.C(O)C.O.[OH-].[Li+].O. (4) Given the product [CH3:1][O:2][C:3](=[O:34])[CH2:4][C:5]1[CH:6]=[C:7]([C:12]2[CH:17]=[CH:16][C:15]([C:18]([F:20])([F:21])[F:19])=[CH:14][C:13]=2[CH2:22][N:23]2[C@@H:24]3[C:32]4[CH:31]=[CH:30][CH:29]=[CH:28][C:27]=4[CH2:26][C@@H:25]3[O:33][C:35]2=[O:36])[C:8]([F:11])=[CH:9][CH:10]=1, predict the reactants needed to synthesize it. The reactants are: [CH3:1][O:2][C:3](=[O:34])[CH2:4][C:5]1[CH:6]=[C:7]([C:12]2[CH:17]=[CH:16][C:15]([C:18]([F:21])([F:20])[F:19])=[CH:14][C:13]=2[CH2:22][NH:23][C@@H:24]2[C:32]3[C:27](=[CH:28][CH:29]=[CH:30][CH:31]=3)[CH2:26][C@@H:25]2[OH:33])[C:8]([F:11])=[CH:9][CH:10]=1.[C:35](Cl)(Cl)=[O:36]. (5) Given the product [CH2:19]([O:18][C:13]1[CH:14]=[C:15]2[C:10](=[CH:11][CH:12]=1)[CH:9]=[C:8]([C:6]([NH:5][C@H:4]([C:3]([OH:33])=[O:2])[CH2:26][C:27]1[CH:32]=[CH:31][CH:30]=[CH:29][CH:28]=1)=[O:7])[CH:17]=[CH:16]2)[C:20]1[CH:21]=[CH:22][CH:23]=[CH:24][CH:25]=1, predict the reactants needed to synthesize it. The reactants are: C[O:2][C:3](=[O:33])[C@H:4]([CH2:26][C:27]1[CH:32]=[CH:31][CH:30]=[CH:29][CH:28]=1)[NH:5][C:6]([C:8]1[CH:17]=[CH:16][C:15]2[C:10](=[CH:11][CH:12]=[C:13]([O:18][CH2:19][C:20]3[CH:25]=[CH:24][CH:23]=[CH:22][CH:21]=3)[CH:14]=2)[CH:9]=1)=[O:7].O.[OH-].[Li+]. (6) Given the product [C:1]([N:23]1[CH2:22][CH2:21][C:20]([C:17]2[CH:18]=[CH:19][C:14]([O:13][CH2:12][CH2:11][CH2:10][N:5]3[CH2:9][CH2:8][CH2:7][CH2:6]3)=[CH:15][CH:16]=2)([C:26]#[N:27])[CH2:25][CH2:24]1)(=[O:3])[CH3:2], predict the reactants needed to synthesize it. The reactants are: [C:1](Cl)(=[O:3])[CH3:2].[N:5]1([CH2:10][CH2:11][CH2:12][O:13][C:14]2[CH:19]=[CH:18][C:17]([C:20]3([C:26]#[N:27])[CH2:25][CH2:24][NH:23][CH2:22][CH2:21]3)=[CH:16][CH:15]=2)[CH2:9][CH2:8][CH2:7][CH2:6]1.C(N(CC)CC)C.